This data is from Forward reaction prediction with 1.9M reactions from USPTO patents (1976-2016). The task is: Predict the product of the given reaction. (1) The product is: [CH2:18]([O:22][C:23]1[CH:31]=[CH:30][C:29]([S:32]([CH3:35])(=[O:34])=[O:33])=[CH:28][C:24]=1[C:25]([N:5]1[CH2:4][CH2:3][N:2]([C:8]2[CH:17]=[N:16][C:15]3[C:10](=[CH:11][CH:12]=[CH:13][CH:14]=3)[N:9]=2)[CH2:7][CH2:6]1)=[O:26])[CH:19]([CH3:21])[CH3:20]. Given the reactants Cl.[N:2]1([C:8]2[CH:17]=[N:16][C:15]3[C:10](=[CH:11][CH:12]=[CH:13][CH:14]=3)[N:9]=2)[CH2:7][CH2:6][NH:5][CH2:4][CH2:3]1.[CH2:18]([O:22][C:23]1[CH:31]=[CH:30][C:29]([S:32]([CH3:35])(=[O:34])=[O:33])=[CH:28][C:24]=1[C:25](O)=[O:26])[CH:19]([CH3:21])[CH3:20].C(OCC)(=O)C, predict the reaction product. (2) Given the reactants [Cl:1][C:2]1[CH:26]=[C:25]([Cl:27])[C:24](B2OC(C)(C)C(C)(C)O2)=[CH:23][C:3]=1[C:4]([NH:6][C:7]1[N:11]([C:12]2[CH:17]=[CH:16][CH:15]=[CH:14][CH:13]=2)[N:10]=[C:9]([C:18]([O:20][CH2:21][CH3:22])=[O:19])[CH:8]=1)=[O:5].O1CCOCC1.Br[C:44]1[CH:49]=[CH:48][CH:47]=[CH:46][N:45]=1.C([O-])([O-])=O.[K+].[K+], predict the reaction product. The product is: [Cl:1][C:2]1[CH:26]=[C:25]([Cl:27])[C:24]([C:44]2[CH:49]=[CH:48][CH:47]=[CH:46][N:45]=2)=[CH:23][C:3]=1[C:4]([NH:6][C:7]1[N:11]([C:12]2[CH:13]=[CH:14][CH:15]=[CH:16][CH:17]=2)[N:10]=[C:9]([C:18]([O:20][CH2:21][CH3:22])=[O:19])[CH:8]=1)=[O:5]. (3) Given the reactants [N:1]1([C:7]2[C:12]([C:13]([O:15][CH:16]([CH3:18])[CH3:17])=[O:14])=[CH:11][CH:10]=[CH:9][N:8]=2)[CH2:6][CH2:5][NH:4][CH2:3][CH2:2]1.[C:19]1([CH2:25][CH:26]=O)[CH:24]=[CH:23][CH:22]=[CH:21][CH:20]=1.O.[ClH:29], predict the reaction product. The product is: [ClH:29].[C:19]1([CH2:25][CH2:26][N:4]2[CH2:3][CH2:2][N:1]([C:7]3[C:12]([C:13]([O:15][CH:16]([CH3:18])[CH3:17])=[O:14])=[CH:11][CH:10]=[CH:9][N:8]=3)[CH2:6][CH2:5]2)[CH:24]=[CH:23][CH:22]=[CH:21][CH:20]=1. (4) Given the reactants [CH:1]1([C:4]([N:6]2[CH2:10][CH2:9][C@@H:8]([CH2:11][NH2:12])[CH2:7]2)=[O:5])[CH2:3][CH2:2]1.C1N=CN([C:18](N2C=NC=C2)=[O:19])C=1.Cl.[Br:26][C:27]1[CH:36]=[CH:35][C:30]([C:31]([NH:33][NH2:34])=[O:32])=[C:29]([F:37])[CH:28]=1.CCN(C(C)C)C(C)C, predict the reaction product. The product is: [Br:26][C:27]1[CH:36]=[CH:35][C:30]([C:31]([NH:33][NH:34][C:18]([NH:12][CH2:11][C@@H:8]2[CH2:9][CH2:10][N:6]([C:4]([CH:1]3[CH2:2][CH2:3]3)=[O:5])[CH2:7]2)=[O:19])=[O:32])=[C:29]([F:37])[CH:28]=1. (5) The product is: [CH3:37][O:36][C:34]([C:24]12[CH2:2][CH2:1][C:27]([C:30]([O:32][CH3:33])=[O:31])([CH2:26][CH2:25]1)[CH2:28][CH2:29]2)=[O:35]. Given the reactants [CH:1](NC(C)C)(C)[CH3:2].C([Li])CCC.CN(P(N(C)C)(N(C)C)=O)C.[CH:24]1([C:34]([O:36][CH3:37])=[O:35])[CH2:29][CH2:28][CH:27]([C:30]([O:32][CH3:33])=[O:31])[CH2:26][CH2:25]1.BrCCCl.[Li+].CC([N-]C(C)C)C, predict the reaction product. (6) The product is: [Br:25][C:6]1[C:2]([CH3:1])=[N:3][S:4][C:5]=1[N:7]([C:17]([O:19][CH2:20][C:21]([Cl:23])([Cl:24])[Cl:22])=[O:18])[C@H:8]([C:13]([O:15][CH3:16])=[O:14])[CH2:9][CH:10]([CH3:12])[CH3:11]. Given the reactants [CH3:1][C:2]1[CH:6]=[C:5]([N:7]([C:17]([O:19][CH2:20][C:21]([Cl:24])([Cl:23])[Cl:22])=[O:18])[C@H:8]([C:13]([O:15][CH3:16])=[O:14])[CH2:9][CH:10]([CH3:12])[CH3:11])[S:4][N:3]=1.[Br:25]Br, predict the reaction product. (7) Given the reactants [CH2:1]([O:3][C:4](=[O:43])[CH:5]([C:15]1[CH:20]=[C:19]([O:21][CH2:22][CH3:23])[CH:18]=[C:17]([O:24][Si](C(C)(C)C)(C2C=CC=CC=2)C2C=CC=CC=2)[C:16]=1[F:42])[NH:6][C:7]1[CH:12]=[CH:11][C:10]([C:13]#[N:14])=[CH:9][CH:8]=1)[CH3:2].[F-].C([N+](CCCC)(CCCC)CCCC)CCC.CCOC(C)=O, predict the reaction product. The product is: [CH2:1]([O:3][C:4](=[O:43])[CH:5]([NH:6][C:7]1[CH:8]=[CH:9][C:10]([C:13]#[N:14])=[CH:11][CH:12]=1)[C:15]1[CH:20]=[C:19]([O:21][CH2:22][CH3:23])[CH:18]=[C:17]([OH:24])[C:16]=1[F:42])[CH3:2]. (8) Given the reactants [NH2:1][C:2]1[CH:12]=[CH:11][C:10](Br)=[C:4]2[C:5]([NH:7][C:8](=[O:9])[C:3]=12)=[O:6].[O:14]1[C:18]2[CH:19]=[CH:20][CH:21]=[CH:22][C:17]=2[CH:16]=[C:15]1B(O)O.C1(C)C=CC=CC=1P(C1C=CC=CC=1C)C1C=CC=CC=1C.C(N(CC)CC)C, predict the reaction product. The product is: [NH2:1][C:2]1[CH:12]=[CH:11][C:10]([C:15]2[O:14][C:18]3[CH:19]=[CH:20][CH:21]=[CH:22][C:17]=3[CH:16]=2)=[C:4]2[C:5]([NH:7][C:8](=[O:9])[C:3]=12)=[O:6]. (9) Given the reactants C(N(C(C)C)C(C)C)C.[C:10]([C:14]1[N:19]=[C:18]([O:20][C:21]2[C:26]([CH3:27])=[CH:25][C:24]([CH3:28])=[CH:23][C:22]=2[CH3:29])[C:17]([C:30](O)=[O:31])=[CH:16][CH:15]=1)([CH3:13])([CH3:12])[CH3:11].[F:33][C:34]1[N:39]=[C:38]([S:40]([NH2:43])(=[O:42])=[O:41])[CH:37]=[CH:36][CH:35]=1.CN(C(ON1N=NC2C=CC=NC1=2)=[N+](C)C)C.F[P-](F)(F)(F)(F)F, predict the reaction product. The product is: [C:10]([C:14]1[N:19]=[C:18]([O:20][C:21]2[C:22]([CH3:29])=[CH:23][C:24]([CH3:28])=[CH:25][C:26]=2[CH3:27])[C:17]([C:30]([NH:43][S:40]([C:38]2[CH:37]=[CH:36][CH:35]=[C:34]([F:33])[N:39]=2)(=[O:41])=[O:42])=[O:31])=[CH:16][CH:15]=1)([CH3:13])([CH3:11])[CH3:12].